Dataset: Catalyst prediction with 721,799 reactions and 888 catalyst types from USPTO. Task: Predict which catalyst facilitates the given reaction. (1) Reactant: [Br:1][C:2]1[CH:3]=[C:4]([S:9](Cl)(=O)=O)[CH:5]=[C:6]([Cl:8])[CH:7]=1.C1C=CC(P(C2C=CC=CC=2)C2C=CC=CC=2)=CC=1.O1CCCC1.O. Product: [Br:1][C:2]1[CH:3]=[C:4]([SH:9])[CH:5]=[C:6]([Cl:8])[CH:7]=1. The catalyst class is: 74. (2) Reactant: [C:1]1([P:7]([C:14]2[CH:19]=[CH:18][CH:17]=[CH:16][CH:15]=2)[C:8]2[CH:13]=[CH:12][CH:11]=[CH:10][CH:9]=2)[CH:6]=[CH:5][CH:4]=[CH:3][CH:2]=1.[C:20]([C:22]1[CH:27]=[CH:26][C:25]([OH:28])=[CH:24][CH:23]=1)#[N:21].N(C(OCC)=O)=NC(O[CH2:34][CH3:35])=O. Product: [C:14]1([CH:34]([O:28][C:25]2[CH:26]=[CH:27][C:22]([C:20]#[N:21])=[CH:23][CH:24]=2)[CH3:35])[CH:15]=[CH:16][CH:17]=[CH:18][CH:19]=1.[C:14]1([P:7]([C:1]2[CH:2]=[CH:3][CH:4]=[CH:5][CH:6]=2)[C:8]2[CH:13]=[CH:12][CH:11]=[CH:10][CH:9]=2)[CH:15]=[CH:16][CH:17]=[CH:18][CH:19]=1. The catalyst class is: 49. (3) Reactant: [CH3:1][N:2]1[CH2:7][CH2:6][N:5]([C:8]2[C:13]3[CH2:14][C@H:15]([NH:18][C:19](=[O:32])[C:20]4[CH:25]=[CH:24][C:23]([N:26]5[CH2:31][CH2:30][NH:29][CH2:28][CH2:27]5)=[CH:22][CH:21]=4)[CH2:16][O:17][C:12]=3[CH:11]=[CH:10][CH:9]=2)[CH2:4][CH2:3]1.C(=O)([O-])[O-].[K+].[K+].S(O[CH2:44][CH2:45][O:46][CH2:47][C:48]1[CH:53]=[CH:52][CH:51]=[CH:50][CH:49]=1)(=O)(=O)C. Product: [CH3:1][N:2]1[CH2:3][CH2:4][N:5]([C:8]2[C:13]3[CH2:14][C@H:15]([NH:18][C:19](=[O:32])[C:20]4[CH:21]=[CH:22][C:23]([N:26]5[CH2:27][CH2:28][N:29]([CH2:44][CH2:45][O:46][CH2:47][C:48]6[CH:53]=[CH:52][CH:51]=[CH:50][CH:49]=6)[CH2:30][CH2:31]5)=[CH:24][CH:25]=4)[CH2:16][O:17][C:12]=3[CH:11]=[CH:10][CH:9]=2)[CH2:6][CH2:7]1. The catalyst class is: 9. (4) Reactant: [CH3:1][O:2][C:3](=[O:13])[C:4]1[CH:9]=[CH:8][CH:7]=[C:6]([C:10](=[O:12])[CH3:11])[CH:5]=1.[BH4-].[Na+]. Product: [CH3:1][O:2][C:3](=[O:13])[C:4]1[CH:9]=[CH:8][CH:7]=[C:6]([CH:10]([OH:12])[CH3:11])[CH:5]=1. The catalyst class is: 14. (5) Reactant: [OH:1][NH2:2].C([O:5][C:6](=O)[CH2:7][CH2:8][CH2:9][CH2:10][CH2:11][CH2:12][N:13]([C:20]1[CH:25]=[CH:24][CH:23]=[CH:22][N:21]=1)[C:14]1[CH:19]=[CH:18][CH:17]=[CH:16][N:15]=1)C. Product: [OH:1][NH:2][C:6](=[O:5])[CH2:7][CH2:8][CH2:9][CH2:10][CH2:11][CH2:12][N:13]([C:20]1[CH:25]=[CH:24][CH:23]=[CH:22][N:21]=1)[C:14]1[CH:19]=[CH:18][CH:17]=[CH:16][N:15]=1. The catalyst class is: 121. (6) Reactant: [CH2:1]([N:8]1[CH:13]2[CH2:14][CH2:15][CH:9]1[CH2:10][CH:11]([NH:16][C:17]1[CH:22]=[CH:21][CH:20]=[CH:19][C:18]=1[N+:23]([O-])=O)[CH2:12]2)[C:2]1[CH:7]=[CH:6][CH:5]=[CH:4][CH:3]=1. Product: [CH2:1]([N:8]1[CH:9]2[CH2:15][CH2:14][CH:13]1[CH2:12][CH:11]([NH:16][C:17]1[C:18]([NH2:23])=[CH:19][CH:20]=[CH:21][CH:22]=1)[CH2:10]2)[C:2]1[CH:3]=[CH:4][CH:5]=[CH:6][CH:7]=1. The catalyst class is: 582. (7) Reactant: [CH3:1][CH:2]([SH:4])[CH3:3].[H-].[Na+].[CH2:7]([O:9][C:10](=[O:24])[CH:11]([C:14]1[CH:19]=[CH:18][C:17]([N+:20]([O-:22])=[O:21])=[C:16](F)[CH:15]=1)[CH2:12][CH3:13])[CH3:8].[NH4+].[Cl-]. Product: [CH2:7]([O:9][C:10](=[O:24])[CH:11]([C:14]1[CH:19]=[CH:18][C:17]([N+:20]([O-:22])=[O:21])=[C:16]([S:4][CH:2]([CH3:3])[CH3:1])[CH:15]=1)[CH2:12][CH3:13])[CH3:8]. The catalyst class is: 18.